From a dataset of Retrosynthesis with 50K atom-mapped reactions and 10 reaction types from USPTO. Predict the reactants needed to synthesize the given product. Given the product COC(=O)c1c(-c2ccc(F)cc2)cnn1C, predict the reactants needed to synthesize it. The reactants are: COC(=O)c1c(Br)cnn1C.OB(O)c1ccc(F)cc1.